This data is from Forward reaction prediction with 1.9M reactions from USPTO patents (1976-2016). The task is: Predict the product of the given reaction. (1) Given the reactants [Cl:1][C:2]1[CH:3]=[C:4]([C:8]2[C:13]([O:14][CH3:15])=[CH:12][CH:11]=[C:10]([CH2:16][C:17]3[CH:18]=[CH:19][C:20]([NH2:23])=[N:21][CH:22]=3)[C:9]=2[F:24])[CH:5]=[CH:6][CH:7]=1.[CH3:25][S:26](Cl)(=[O:28])=[O:27].Cl, predict the reaction product. The product is: [Cl:1][C:2]1[CH:3]=[C:4]([C:8]2[C:13]([O:14][CH3:15])=[CH:12][CH:11]=[C:10]([CH2:16][C:17]3[CH:18]=[CH:19][C:20]([NH:23][S:26]([CH3:25])(=[O:28])=[O:27])=[N:21][CH:22]=3)[C:9]=2[F:24])[CH:5]=[CH:6][CH:7]=1. (2) Given the reactants [C:9](O[C:9]([O:11][C:12]([CH3:15])([CH3:14])[CH3:13])=[O:10])([O:11][C:12]([CH3:15])([CH3:14])[CH3:13])=[O:10].[NH2:16][CH2:17][CH2:18][CH2:19][OH:20].[OH-].[Na+], predict the reaction product. The product is: [OH:20][CH2:19][CH2:18][CH2:17][NH:16][C:9](=[O:10])[O:11][C:12]([CH3:13])([CH3:14])[CH3:15]. (3) Given the reactants [CH2:1]([C:3]1[S:28][C:6]2[N:7]([CH2:13][C:14]3[CH:19]=[CH:18][C:17]([C:20]4[C:21]([C:26]#[N:27])=[CH:22][CH:23]=[CH:24][CH:25]=4)=[CH:16][CH:15]=3)[C:8](=[O:12])[NH:9][C:10](=[O:11])[C:5]=2[CH:4]=1)[CH3:2].N(C(N1CCCCC1)=O)=NC(N1CCCCC1)=O.C(P(CCCC)CCCC)CCC.[CH3:60][C:61]1([CH2:65]O)[CH2:64][O:63][CH2:62]1, predict the reaction product. The product is: [CH2:1]([C:3]1[S:28][C:6]2[N:7]([CH2:13][C:14]3[CH:19]=[CH:18][C:17]([C:20]4[C:21]([C:26]#[N:27])=[CH:22][CH:23]=[CH:24][CH:25]=4)=[CH:16][CH:15]=3)[C:8](=[O:12])[N:9]([CH2:60][C:61]3([CH3:65])[CH2:64][O:63][CH2:62]3)[C:10](=[O:11])[C:5]=2[CH:4]=1)[CH3:2]. (4) Given the reactants [NH2:1][C@@H:2]([C:6]([O:8][C:9]([CH3:12])([CH3:11])[CH3:10])=[O:7])[CH:3]([CH3:5])[CH3:4].C(N(CC)CC)C.[CH:20]1[C:28]2[C:27]3[CH2:29][CH2:30][CH2:31][CH2:32][C:26]=3[O:25][C:24]=2[CH:23]=[C:22]([S:33](Cl)(=[O:35])=[O:34])[CH:21]=1.Cl, predict the reaction product. The product is: [C:9]([O:8][C:6](=[O:7])[CH:2]([NH:1][S:33]([C:22]1[CH:21]=[CH:20][C:28]2[C:27]3[CH2:29][CH2:30][CH2:31][CH2:32][C:26]=3[O:25][C:24]=2[CH:23]=1)(=[O:34])=[O:35])[CH:3]([CH3:5])[CH3:4])([CH3:10])([CH3:12])[CH3:11]. (5) The product is: [F:1][C:2]1[C:3]([C:39]2[S:43][C:42]([C:44]3([OH:48])[CH2:47][CH2:46][CH2:45]3)=[N:41][CH:40]=2)=[C:4]2[CH:10]=[C:9]([C:11]3[C:19]4[C:14](=[CH:15][CH:16]=[C:17]([O:20][CH3:21])[CH:18]=4)[NH:13][CH:12]=3)[NH:8][C:5]2=[N:6][CH:7]=1. Given the reactants [F:1][C:2]1[C:3]([C:39]2[S:43][C:42]([C:44]3([OH:48])[CH2:47][CH2:46][CH2:45]3)=[N:41][CH:40]=2)=[C:4]2[CH:10]=[C:9]([C:11]3[C:19]4[C:14](=[CH:15][CH:16]=[C:17]([O:20][CH3:21])[CH:18]=4)[N:13](C(OC(C)(C)C)=O)[CH:12]=3)[N:8](S(C3C=CC(C)=CC=3)(=O)=O)[C:5]2=[N:6][CH:7]=1.Cl, predict the reaction product. (6) Given the reactants Cl[C:2]1[C:11]2[C:6](=[CH:7][N:8]=[CH:9][CH:10]=2)[CH:5]=[C:4]([C:12]2[CH:17]=[CH:16][N:15]=[C:14]([Cl:18])[CH:13]=2)[N:3]=1.CCN(CC)CC.[NH:26]1[CH2:35][CH2:34][CH:29]([C:30]([O:32][CH3:33])=[O:31])[CH2:28][CH2:27]1.CS(C)=O, predict the reaction product. The product is: [CH3:33][O:32][C:30]([CH:29]1[CH2:34][CH2:35][N:26]([C:2]2[C:11]3[C:6](=[CH:7][N:8]=[CH:9][CH:10]=3)[CH:5]=[C:4]([C:12]3[CH:17]=[CH:16][N:15]=[C:14]([Cl:18])[CH:13]=3)[N:3]=2)[CH2:27][CH2:28]1)=[O:31]. (7) Given the reactants C(N(CC)CC)C.[N:8]([C:11]1[CH:18]=[CH:17][C:14]([C:15]#[N:16])=[C:13]([C:19]([F:22])([F:21])[F:20])[CH:12]=1)=[C:9]=[S:10].[CH3:23][N:24]1[CH2:29][CH2:28][C:27]([NH:32][C:33]2[CH:38]=[CH:37][C:36]([CH3:39])=[CH:35][CH:34]=2)([C:30]#[N:31])[CH2:26][CH2:25]1.ClCCl.CC(C)=O, predict the reaction product. The product is: [NH:31]=[C:30]1[C:27]2([CH2:28][CH2:29][N:24]([CH3:23])[CH2:25][CH2:26]2)[N:32]([C:33]2[CH:34]=[CH:35][C:36]([CH3:39])=[CH:37][CH:38]=2)[C:9](=[S:10])[N:8]1[C:11]1[CH:18]=[CH:17][C:14]([C:15]#[N:16])=[C:13]([C:19]([F:20])([F:22])[F:21])[CH:12]=1. (8) Given the reactants Cl.[NH2:2][C@H:3]1[CH2:8][CH2:7][C@H:6]([OH:9])[CH2:5][CH2:4]1.C(=O)(O)[O-].[Na+].[NH2:15][C:16]1[C:21]([C:22]([C:24]2[CH:29]=[C:28]([F:30])[CH:27]=[CH:26][C:25]=2[O:31][CH3:32])=[O:23])=[CH:20][N:19]=[C:18](S(CC)(=O)=O)[N:17]=1.O, predict the reaction product. The product is: [NH2:15][C:16]1[C:21]([C:22]([C:24]2[CH:29]=[C:28]([F:30])[CH:27]=[CH:26][C:25]=2[O:31][CH3:32])=[O:23])=[CH:20][N:19]=[C:18]([NH:2][CH:3]2[CH2:8][CH2:7][CH:6]([OH:9])[CH2:5][CH2:4]2)[N:17]=1.